Dataset: Forward reaction prediction with 1.9M reactions from USPTO patents (1976-2016). Task: Predict the product of the given reaction. (1) The product is: [Br:11][C:12]1[CH:18]=[CH:17][C:15]([N:16]2[CH2:9][CH2:8][CH2:7][S:10]2)=[CH:14][CH:13]=1. Given the reactants ClOC(C)(C)C.[CH2:7]1[S:10][CH2:9][CH2:8]1.[Br:11][C:12]1[CH:18]=[CH:17][C:15]([NH2:16])=[CH:14][CH:13]=1.CCCCCCC=CCCC, predict the reaction product. (2) Given the reactants [CH2:1]([O:8][C:9]([N:11]1[CH2:16][CH2:15][N:14]([CH:17]2[CH2:22][CH2:21][N:20]([C:23]3[CH:28]=[CH:27][C:26]([NH2:29])=[C:25]([O:30][CH3:31])[CH:24]=3)[CH2:19][CH2:18]2)[CH2:13][CH2:12]1)=[O:10])[C:2]1[CH:7]=[CH:6][CH:5]=[CH:4][CH:3]=1.CS([C:35]1[N:40]=[CH:39][C:38]2=[CH:41][CH:42]=[C:43]([C:44]3[CH:49]=[CH:48][CH:47]=[CH:46][C:45]=3[O:50][CH3:51])[N:37]2[N:36]=1)=O.C([O-])(=O)C.[K+], predict the reaction product. The product is: [CH2:1]([O:8][C:9]([N:11]1[CH2:16][CH2:15][N:14]([CH:17]2[CH2:22][CH2:21][N:20]([C:23]3[CH:28]=[CH:27][C:26]([NH:29][C:35]4[N:40]=[CH:39][C:38]5=[CH:41][CH:42]=[C:43]([C:44]6[CH:49]=[CH:48][CH:47]=[CH:46][C:45]=6[O:50][CH3:51])[N:37]5[N:36]=4)=[C:25]([O:30][CH3:31])[CH:24]=3)[CH2:19][CH2:18]2)[CH2:13][CH2:12]1)=[O:10])[C:2]1[CH:7]=[CH:6][CH:5]=[CH:4][CH:3]=1.